Dataset: Full USPTO retrosynthesis dataset with 1.9M reactions from patents (1976-2016). Task: Predict the reactants needed to synthesize the given product. Given the product [Br:1][C:2]1[CH:3]=[C:4]([C:7]([O:9][CH3:17])=[O:8])[S:5][CH:6]=1, predict the reactants needed to synthesize it. The reactants are: [Br:1][C:2]1[CH:3]=[C:4]([C:7]([OH:9])=[O:8])[S:5][CH:6]=1.OS(O)(=O)=O.[OH-].[Na+].[CH3:17]O.